Dataset: Full USPTO retrosynthesis dataset with 1.9M reactions from patents (1976-2016). Task: Predict the reactants needed to synthesize the given product. (1) Given the product [NH2:18][C:16]1[CH:15]=[CH:14][C:13]([O:21][CH3:22])=[C:12]([N:9]2[CH2:10][CH2:11][N:6]([C:4]([CH:1]3[CH2:3][CH2:2]3)=[O:5])[CH2:7][CH2:8]2)[CH:17]=1, predict the reactants needed to synthesize it. The reactants are: [CH:1]1([C:4]([N:6]2[CH2:11][CH2:10][N:9]([C:12]3[CH:17]=[C:16]([N+:18]([O-])=O)[CH:15]=[CH:14][C:13]=3[O:21][CH3:22])[CH2:8][CH2:7]2)=[O:5])[CH2:3][CH2:2]1. (2) Given the product [NH2:1][C:2]1[N:7]=[CH:6][C:5]([C:8]2[CH:16]=[CH:15][C:11]([C:12]([NH:35][CH2:34][CH2:33][N:28]3[CH2:32][CH2:31][CH2:30][CH2:29]3)=[O:13])=[CH:10][CH:9]=2)=[CH:4][C:3]=1[O:17][CH:18]([C:20]1[C:21]([Cl:27])=[CH:22][CH:23]=[CH:24][C:25]=1[Cl:26])[CH3:19], predict the reactants needed to synthesize it. The reactants are: [NH2:1][C:2]1[N:7]=[CH:6][C:5]([C:8]2[CH:16]=[CH:15][C:11]([C:12](O)=[O:13])=[CH:10][CH:9]=2)=[CH:4][C:3]=1[O:17][CH:18]([C:20]1[C:25]([Cl:26])=[CH:24][CH:23]=[CH:22][C:21]=1[Cl:27])[CH3:19].[N:28]1([CH2:33][CH2:34][NH2:35])[CH2:32][CH2:31][CH2:30][CH2:29]1. (3) Given the product [CH2:8]([O:7][C:1](=[O:6])[CH2:2][C:3](=[O:5])[C:23]1[CH:27]=[C:28]([F:32])[C:29]([F:31])=[CH:30][C:22]=1[F:21])[CH3:9], predict the reactants needed to synthesize it. The reactants are: [C:1]([O:7][CH2:8][CH3:9])(=[O:6])[CH2:2][C:3]([O-:5])=O.[K+].[Cl-].[Mg+2].[Cl-].C(N(CC)CC)C.[F:21][C:22]1[CH:30]=[C:29]([F:31])[C:28]([F:32])=[CH:27][C:23]=1C(Cl)=O. (4) Given the product [C:1]([C:5]1[CH:6]=[C:7]([CH:8]=[CH:9][CH:10]=1)[O:11][CH2:17][CH:14]([CH2:12][CH3:13])[CH2:15][O:16][C:20]1[CH:25]=[CH:24][C:23]([CH:26]([C:32]#[C:33][CH3:34])[CH2:27][C:28]([OH:30])=[O:29])=[CH:22][CH:21]=1)([CH3:4])([CH3:2])[CH3:3], predict the reactants needed to synthesize it. The reactants are: [C:1]([C:5]1[CH:6]=[C:7]([OH:11])[CH:8]=[CH:9][CH:10]=1)([CH3:4])([CH3:3])[CH3:2].[CH2:12]([CH:14]([CH2:17]O)[CH2:15][OH:16])[CH3:13].O[C:20]1[CH:25]=[CH:24][C:23]([CH:26]([C:32]#[C:33][CH3:34])[CH2:27][C:28]([O:30]C)=[O:29])=[CH:22][CH:21]=1.